Predict the reactants needed to synthesize the given product. From a dataset of Full USPTO retrosynthesis dataset with 1.9M reactions from patents (1976-2016). (1) Given the product [CH2:1]([O:8][C:9]([NH:11][C@H:12]1[CH2:16][CH2:15][N:14]([C@H:17]2[CH2:22][CH2:21][C@@H:20]([NH:33][C:29]([CH3:32])([CH3:31])[CH3:30])[CH2:19][C@H:18]2[C:24]([O:26][CH3:27])=[O:25])[C:13]1=[O:28])=[O:10])[C:2]1[CH:7]=[CH:6][CH:5]=[CH:4][CH:3]=1, predict the reactants needed to synthesize it. The reactants are: [CH2:1]([O:8][C:9]([NH:11][C@H:12]1[CH2:16][CH2:15][N:14]([C@H:17]2[CH2:22][CH2:21][C:20](=O)[CH2:19][C@H:18]2[C:24]([O:26][CH3:27])=[O:25])[C:13]1=[O:28])=[O:10])[C:2]1[CH:7]=[CH:6][CH:5]=[CH:4][CH:3]=1.[C:29]([NH2:33])([CH3:32])([CH3:31])[CH3:30].[BH4-].[Na+].C([O-])(O)=O.[Na+]. (2) Given the product [CH3:3][C:4]1[CH:5]=[C:6]2[C:10](=[CH:11][CH:12]=1)[N:9]([CH2:26][C:27]1[O:28][C:29]([C:32]([F:35])([F:34])[F:33])=[CH:30][CH:31]=1)[C:8](=[O:13])[C:7]12[C:17]2=[CH:18][C:19]3[O:23][CH2:22][O:21][C:20]=3[CH:24]=[C:16]2[O:15][CH2:14]1, predict the reactants needed to synthesize it. The reactants are: [H-].[Na+].[CH3:3][C:4]1[CH:5]=[C:6]2[C:10](=[CH:11][CH:12]=1)[NH:9][C:8](=[O:13])[C:7]12[C:17]2=[CH:18][C:19]3[O:23][CH2:22][O:21][C:20]=3[CH:24]=[C:16]2[O:15][CH2:14]1.Br[CH2:26][C:27]1[O:28][C:29]([C:32]([F:35])([F:34])[F:33])=[CH:30][CH:31]=1. (3) Given the product [NH2:51][CH2:52][C:53]([N:22]([CH2:21][CH2:20][O:19][CH2:1][CH2:2][CH2:3][CH2:4][CH2:5][CH2:6][CH2:7][CH2:8]/[CH:9]=[CH:10]\[CH2:11][CH2:12][CH2:13][CH2:14][CH2:15][CH2:16][CH2:17][CH3:18])[CH2:23][CH2:24][O:25][CH2:26][CH2:27][CH2:28][CH2:29][CH2:30][CH2:31][CH2:32][CH2:33]/[CH:34]=[CH:35]\[CH2:36][CH2:37][CH2:38][CH2:39][CH2:40][CH2:41][CH2:42][CH3:43])=[O:54], predict the reactants needed to synthesize it. The reactants are: [CH2:1]([O:19][CH2:20][CH2:21][NH:22][CH2:23][CH2:24][O:25][CH2:26][CH2:27][CH2:28][CH2:29][CH2:30][CH2:31][CH2:32][CH2:33]/[CH:34]=[CH:35]\[CH2:36][CH2:37][CH2:38][CH2:39][CH2:40][CH2:41][CH2:42][CH3:43])[CH2:2][CH2:3][CH2:4][CH2:5][CH2:6][CH2:7][CH2:8]/[CH:9]=[CH:10]\[CH2:11][CH2:12][CH2:13][CH2:14][CH2:15][CH2:16][CH2:17][CH3:18].C(OC([NH:51][CH2:52][C:53](O)=[O:54])=O)(C)(C)C. (4) The reactants are: [C:1]([C:4]1[C:12]2[C:7](=[N:8][CH:9]=[CH:10][CH:11]=2)[N:6]([CH2:13][C:14]([N:16]2[C@H:21]([C:22](=[O:33])[NH:23][C@@H:24]3[CH2:26][C@H:25]3[C:27]3[CH:32]=[CH:31][CH:30]=[CH:29][CH:28]=3)[CH2:20][C@:19]3([CH2:34][O:35]C(=O)CN4C5=NC=CC=C5C(C(=O)C)=N4)[C@H:17]2[CH2:18]3)=[O:15])[N:5]=1)(=[O:3])[CH3:2].[OH-].[Na+].C([O-])(O)=O.[Na+]. Given the product [C:27]1([C@@H:25]2[CH2:26][C@H:24]2[NH:23][C:22]([C@@H:21]2[CH2:20][C@:19]3([CH2:34][OH:35])[C@@H:17]([CH2:18]3)[N:16]2[C:14](=[O:15])[CH2:13][N:6]2[C:7]3=[N:8][CH:9]=[CH:10][CH:11]=[C:12]3[C:4]([C:1](=[O:3])[CH3:2])=[N:5]2)=[O:33])[CH:32]=[CH:31][CH:30]=[CH:29][CH:28]=1, predict the reactants needed to synthesize it. (5) Given the product [CH2:15]([O:14][C:12]([C:8]1[S:9][C:10]2[NH:11][C:34](=[O:35])[N:33]([CH2:36][CH2:37][C:38]3[CH:43]=[CH:42][CH:41]=[CH:40][CH:39]=3)[C:4](=[O:5])[C:6]=2[C:7]=1[CH3:22])=[O:13])[C:16]1[CH:17]=[CH:18][CH:19]=[CH:20][CH:21]=1, predict the reactants needed to synthesize it. The reactants are: C(O[C:4]([C:6]1[C:7]([CH3:22])=[C:8]([C:12]([O:14][CH2:15][C:16]2[CH:21]=[CH:20][CH:19]=[CH:18][CH:17]=2)=[O:13])[S:9][C:10]=1[NH2:11])=[O:5])C.O1CCOCC1.[H-].[Na+].[H][H].[N:33]([CH2:36][CH2:37][C:38]1[CH:43]=[CH:42][CH:41]=[CH:40][CH:39]=1)=[C:34]=[O:35]. (6) Given the product [CH3:1][O:2][C:3]1[CH:8]=[C:7]([N+:9]([O-:11])=[O:10])[CH:6]=[CH:5][C:4]=1[N:12]1[CH:13]=[C:19]([C:18]([O:17][CH2:15][CH3:16])=[O:23])[N:20]=[CH:21]1, predict the reactants needed to synthesize it. The reactants are: [CH3:1][O:2][C:3]1[CH:8]=[C:7]([N+:9]([O-:11])=[O:10])[CH:6]=[CH:5][C:4]=1[NH:12][CH:13]=O.[CH2:15]([O:17][C:18](=[O:23])[CH2:19][NH:20][CH:21]=O)[CH3:16].C(N(CC)CC)C.O=P(Cl)(Cl)Cl.N1CCC[C@H]1C(O)=O.C(N(CC(O)=O)CC(O)=O)CN(CC(O)=O)CC(O)=O. (7) Given the product [C:16]1([C:22](=[N:23][C:2]2[CH:3]=[C:4]([CH:10]=[C:11]([O:13][CH2:14][CH3:15])[N:12]=2)[C:5]([O:7][CH2:8][CH3:9])=[O:6])[C:24]2[CH:25]=[CH:26][CH:27]=[CH:28][CH:29]=2)[CH:21]=[CH:20][CH:19]=[CH:18][CH:17]=1, predict the reactants needed to synthesize it. The reactants are: Cl[C:2]1[CH:3]=[C:4]([CH:10]=[C:11]([O:13][CH2:14][CH3:15])[N:12]=1)[C:5]([O:7][CH2:8][CH3:9])=[O:6].[C:16]1([C:22]([C:24]2[CH:29]=[CH:28][CH:27]=[CH:26][CH:25]=2)=[NH:23])[CH:21]=[CH:20][CH:19]=[CH:18][CH:17]=1.C(=O)([O-])[O-].[Cs+].[Cs+].C1(P(C2C=CC=CC=2)C2C=CC3C(=CC=CC=3)C=2C2C3C(=CC=CC=3)C=CC=2P(C2C=CC=CC=2)C2C=CC=CC=2)C=CC=CC=1. (8) The reactants are: [CH3:1][O:2][C:3]1[CH:8]=[CH:7][C:6]([N:9]2[CH2:14][CH2:13][N:12]([C:15]3[C:16]([CH3:29])=[C:17]([CH3:28])[C:18]4[O:22][C:21]([CH2:24][NH2:25])([CH3:23])[CH2:20][C:19]=4[C:26]=3[CH3:27])[CH2:11][CH2:10]2)=[CH:5][CH:4]=1.C(N(CC)CC)C.[C:37](Cl)(=[O:39])[CH3:38]. Given the product [CH3:1][O:2][C:3]1[CH:4]=[CH:5][C:6]([N:9]2[CH2:10][CH2:11][N:12]([C:15]3[C:16]([CH3:29])=[C:17]([CH3:28])[C:18]4[O:22][C:21]([CH2:24][NH:25][C:37](=[O:39])[CH3:38])([CH3:23])[CH2:20][C:19]=4[C:26]=3[CH3:27])[CH2:13][CH2:14]2)=[CH:7][CH:8]=1, predict the reactants needed to synthesize it. (9) Given the product [NH:15]1[CH2:16][CH2:17][CH2:18][CH2:19][C@H:13]([NH:12][C:10]([C:6]2[S:7][CH:8]=[CH:9][C:5]=2[NH:4][C:2]([NH2:1])=[O:3])=[O:11])[CH2:14]1, predict the reactants needed to synthesize it. The reactants are: [NH2:1][C:2]([NH:4][C:5]1[CH:9]=[CH:8][S:7][C:6]=1[C:10]([NH:12][C@H:13]1[CH2:19][CH2:18][CH2:17][CH2:16][N:15](C(OC(C)(C)C)=O)[CH2:14]1)=[O:11])=[O:3]. (10) Given the product [C:1]12([NH:11][CH2:23][C:22]3[CH:21]=[CH:20][C:19]([O:18][CH2:17][C:14]4[CH:15]=[CH:16][O:12][CH:13]=4)=[CH:26][CH:25]=3)[CH2:8][CH:7]3[CH2:6][CH:5]([CH2:4][CH:3]([CH2:9]3)[CH2:2]1)[CH2:10]2, predict the reactants needed to synthesize it. The reactants are: [C:1]12([NH2:11])[CH2:10][CH:5]3[CH2:6][CH:7]([CH2:9][CH:3]([CH2:4]3)[CH2:2]1)[CH2:8]2.[O:12]1[CH:16]=[CH:15][C:14]([CH2:17][O:18][C:19]2[CH:26]=[CH:25][C:22]([CH:23]=O)=[CH:21][CH:20]=2)=[CH:13]1.